From a dataset of NCI-60 drug combinations with 297,098 pairs across 59 cell lines. Regression. Given two drug SMILES strings and cell line genomic features, predict the synergy score measuring deviation from expected non-interaction effect. (1) Drug 1: C1=CC(=CC=C1CC(C(=O)O)N)N(CCCl)CCCl.Cl. Drug 2: COC1=NC(=NC2=C1N=CN2C3C(C(C(O3)CO)O)O)N. Cell line: OVCAR-4. Synergy scores: CSS=-5.86, Synergy_ZIP=2.75, Synergy_Bliss=-0.347, Synergy_Loewe=-5.48, Synergy_HSA=-5.50. (2) Synergy scores: CSS=73.9, Synergy_ZIP=1.31, Synergy_Bliss=-0.282, Synergy_Loewe=-11.0, Synergy_HSA=3.01. Drug 1: CC1C(C(CC(O1)OC2CC(CC3=C2C(=C4C(=C3O)C(=O)C5=C(C4=O)C(=CC=C5)OC)O)(C(=O)C)O)N)O.Cl. Drug 2: CN1C2=C(C=C(C=C2)N(CCCl)CCCl)N=C1CCCC(=O)O.Cl. Cell line: SR. (3) Cell line: OVCAR-4. Drug 2: CC1C(C(CC(O1)OC2CC(CC3=C2C(=C4C(=C3O)C(=O)C5=C(C4=O)C(=CC=C5)OC)O)(C(=O)CO)O)N)O.Cl. Drug 1: C1=CN(C(=O)N=C1N)C2C(C(C(O2)CO)O)O.Cl. Synergy scores: CSS=19.4, Synergy_ZIP=-3.27, Synergy_Bliss=-1.56, Synergy_Loewe=-0.576, Synergy_HSA=1.06. (4) Drug 1: CN(C)C1=NC(=NC(=N1)N(C)C)N(C)C. Drug 2: C1C(C(OC1N2C=NC3=C2NC=NCC3O)CO)O. Synergy scores: CSS=-5.91, Synergy_ZIP=0.935, Synergy_Bliss=-5.42, Synergy_Loewe=-9.20, Synergy_HSA=-10.3. Cell line: HOP-62. (5) Drug 1: CC12CCC(CC1=CCC3C2CCC4(C3CC=C4C5=CN=CC=C5)C)O. Drug 2: CC1=C(C(CCC1)(C)C)C=CC(=CC=CC(=CC(=O)O)C)C. Cell line: UACC-257. Synergy scores: CSS=5.07, Synergy_ZIP=-0.906, Synergy_Bliss=0.133, Synergy_Loewe=-1.63, Synergy_HSA=-1.69. (6) Drug 2: CC=C1C(=O)NC(C(=O)OC2CC(=O)NC(C(=O)NC(CSSCCC=C2)C(=O)N1)C(C)C)C(C)C. Cell line: SF-295. Synergy scores: CSS=29.3, Synergy_ZIP=-5.44, Synergy_Bliss=-4.57, Synergy_Loewe=-61.9, Synergy_HSA=-4.74. Drug 1: CC1=C2C(C(=O)C3(C(CC4C(C3C(C(C2(C)C)(CC1OC(=O)C(C(C5=CC=CC=C5)NC(=O)C6=CC=CC=C6)O)O)OC(=O)C7=CC=CC=C7)(CO4)OC(=O)C)O)C)OC(=O)C.